This data is from NCI-60 drug combinations with 297,098 pairs across 59 cell lines. The task is: Regression. Given two drug SMILES strings and cell line genomic features, predict the synergy score measuring deviation from expected non-interaction effect. (1) Synergy scores: CSS=18.1, Synergy_ZIP=-7.78, Synergy_Bliss=-1.00, Synergy_Loewe=-2.59, Synergy_HSA=-0.0702. Cell line: TK-10. Drug 2: CC1CCC2CC(C(=CC=CC=CC(CC(C(=O)C(C(C(=CC(C(=O)CC(OC(=O)C3CCCCN3C(=O)C(=O)C1(O2)O)C(C)CC4CCC(C(C4)OC)OCCO)C)C)O)OC)C)C)C)OC. Drug 1: C1C(C(OC1N2C=C(C(=O)NC2=O)F)CO)O. (2) Drug 1: CC=C1C(=O)NC(C(=O)OC2CC(=O)NC(C(=O)NC(CSSCCC=C2)C(=O)N1)C(C)C)C(C)C. Drug 2: C1C(C(OC1N2C=NC(=NC2=O)N)CO)O. Cell line: MDA-MB-435. Synergy scores: CSS=69.7, Synergy_ZIP=0.0448, Synergy_Bliss=-3.35, Synergy_Loewe=-45.2, Synergy_HSA=-4.26.